Dataset: Reaction yield outcomes from USPTO patents with 853,638 reactions. Task: Predict the reaction yield, written as a fraction of the theoretical maximum amount of product (1.0 means a 100% yield; for example, 0.34 means a 34% yield). (1) The reactants are Br[C:2]1[CH:3]=[CH:4][C:5]2[S:9][C:8]([CH2:10][O:11][C:12]3[C:13]([F:22])=[C:14]([C:19]([NH2:21])=[O:20])[C:15]([F:18])=[CH:16][CH:17]=3)=[N:7][C:6]=2[CH:23]=1.[N:24]1[CH:29]=[CH:28][C:27](B(O)O)=[CH:26][CH:25]=1.C([O-])([O-])=O.[Na+].[Na+]. The catalyst is O1CCOCC1.C1C=CC([P]([Pd]([P](C2C=CC=CC=2)(C2C=CC=CC=2)C2C=CC=CC=2)([P](C2C=CC=CC=2)(C2C=CC=CC=2)C2C=CC=CC=2)[P](C2C=CC=CC=2)(C2C=CC=CC=2)C2C=CC=CC=2)(C2C=CC=CC=2)C2C=CC=CC=2)=CC=1.O. The product is [F:22][C:13]1[C:12]([O:11][CH2:10][C:8]2[S:9][C:5]3[CH:4]=[CH:3][C:2]([C:27]4[CH:28]=[CH:29][N:24]=[CH:25][CH:26]=4)=[CH:23][C:6]=3[N:7]=2)=[CH:17][CH:16]=[C:15]([F:18])[C:14]=1[C:19]([NH2:21])=[O:20]. The yield is 0.280. (2) The reactants are Cl.[CH3:2][C:3]1[CH:12]=[CH:11][CH:10]=[C:9]2[C:4]=1[C@@H:5]([NH2:13])[CH2:6][CH2:7][O:8]2.CC(C)([O-])C.[Na+].C1(C)C=CC=CC=1.Br[C:28]1[C:29]2[N:30]([CH:40]=[C:41]([CH3:43])[N:42]=2)[CH:31]=[C:32]([C:34]([O:36][CH:37]([CH3:39])[CH3:38])=[O:35])[CH:33]=1. The catalyst is C(OC(C)C)(C)C.C1C=CC(/C=C/C(/C=C/C2C=CC=CC=2)=O)=CC=1.C1C=CC(/C=C/C(/C=C/C2C=CC=CC=2)=O)=CC=1.C1C=CC(/C=C/C(/C=C/C2C=CC=CC=2)=O)=CC=1.[Pd].[Pd].C1C=CC(P(C2C(C3C(P(C4C=CC=CC=4)C4C=CC=CC=4)=CC=C4C=3C=CC=C4)=C3C(C=CC=C3)=CC=2)C2C=CC=CC=2)=CC=1. The product is [CH3:43][C:41]1[N:42]=[C:29]2[C:28]([NH:13][C@@H:5]3[C:4]4[C:9](=[CH:10][CH:11]=[CH:12][C:3]=4[CH3:2])[O:8][CH2:7][CH2:6]3)=[CH:33][C:32]([C:34]([O:36][CH:37]([CH3:38])[CH3:39])=[O:35])=[CH:31][N:30]2[CH:40]=1. The yield is 0.780. (3) The reactants are [CH:1]1([C:4]2[NH:8][N:7]=[C:6]([NH:9][C:10]3[C:15]([N+:16]([O-:18])=[O:17])=[CH:14][CH:13]=[C:12](F)[C:11]=3[F:20])[CH:5]=2)[CH2:3][CH2:2]1.[NH2:21][C@H:22]([C:25]1[CH:30]=[CH:29][C:28]([F:31])=[CH:27][CH:26]=1)[CH2:23][OH:24].CCN(C(C)C)C(C)C. The catalyst is CCCCO. The product is [CH:1]1([C:4]2[NH:8][N:7]=[C:6]([NH:9][C:10]3[C:11]([F:20])=[C:12]([NH:21][C@H:22]([C:25]4[CH:30]=[CH:29][C:28]([F:31])=[CH:27][CH:26]=4)[CH2:23][OH:24])[CH:13]=[CH:14][C:15]=3[N+:16]([O-:18])=[O:17])[CH:5]=2)[CH2:3][CH2:2]1. The yield is 0.390. (4) The reactants are I[C:2]1[CH:3]=[C:4]([N:11]2[CH:16]=[CH:15][C:14](=[O:17])[NH:13][C:12]2=[O:18])[CH:5]=[C:6]([I:10])[C:7]=1[O:8][CH3:9].Br[C:20]1[CH:21]=[C:22]2[C:27](=[CH:28][CH:29]=1)[CH:26]=[C:25]([NH:30][S:31]([CH3:34])(=[O:33])=[O:32])[CH:24]=[CH:23]2.C(=O)([O-])[O-].[Na+].[Na+]. The catalyst is C1(C)C=CC=CC=1.C(O)C. The product is [O:18]=[C:12]1[NH:13][C:14](=[O:17])[CH:15]=[CH:16][N:11]1[C:4]1[CH:5]=[C:6]([I:10])[C:7]([O:8][CH3:9])=[C:2]([C:20]2[CH:21]=[C:22]3[C:27](=[CH:28][CH:29]=2)[CH:26]=[C:25]([NH:30][S:31]([CH3:34])(=[O:32])=[O:33])[CH:24]=[CH:23]3)[CH:3]=1. The yield is 0.110.